From a dataset of Reaction yield outcomes from USPTO patents with 853,638 reactions. Predict the reaction yield, written as a fraction of the theoretical maximum amount of product (1.0 means a 100% yield; for example, 0.34 means a 34% yield). The reactants are [C:1]([C:3]1[CH:4]=[C:5]([NH:9][C:10](=[O:33])[NH:11][C:12]2[CH:17]=[CH:16][C:15]([S:18]([NH:21][CH2:22][C:23]3[CH:28]=[CH:27][C:26]([S:29](=[O:32])(=[O:31])[NH2:30])=[CH:25][CH:24]=3)(=[O:20])=[O:19])=[CH:14][CH:13]=2)[CH:6]=[CH:7][CH:8]=1)#[N:2].[N:34]1([C:40](=[O:42])[CH3:41])[CH2:39][CH2:38][NH:37][CH2:36][CH2:35]1. No catalyst specified. The product is [C:40]([N:34]1[CH2:39][CH2:38][N:37]([C:1](=[NH:2])[C:3]2[CH:4]=[C:5]([NH:9][C:10](=[O:33])[NH:11][C:12]3[CH:17]=[CH:16][C:15]([S:18]([NH:21][CH2:22][C:23]4[CH:28]=[CH:27][C:26]([S:29](=[O:31])(=[O:32])[NH2:30])=[CH:25][CH:24]=4)(=[O:20])=[O:19])=[CH:14][CH:13]=3)[CH:6]=[CH:7][CH:8]=2)[CH2:36][CH2:35]1)(=[O:42])[CH3:41]. The yield is 0.140.